Dataset: Forward reaction prediction with 1.9M reactions from USPTO patents (1976-2016). Task: Predict the product of the given reaction. (1) Given the reactants [Cl:1][C@H:2]1[C@H:6]([CH2:7][CH2:8][CH2:9][C:10]2[S:14][C:13]([C:15]([O:17]C)=[O:16])=[CH:12][CH:11]=2)[C@@H:5](/[CH:19]=[CH:20]/[C@@H:21]([OH:28])[CH:22]([OH:27])[CH2:23][CH2:24][CH2:25][CH3:26])[C@H:4]([OH:29])[CH2:3]1.Cl[C@H]1[C@H](CCCC2SC(C(O)=O)=CC=2)[C@@H](/C=C/[C@@H](O)CC(O)CCC)[C@H](O)C1, predict the reaction product. The product is: [Cl:1][C@H:2]1[C@H:6]([CH2:7][CH2:8][CH2:9][C:10]2[S:14][C:13]([C:15]([OH:17])=[O:16])=[CH:12][CH:11]=2)[C@@H:5](/[CH:19]=[CH:20]/[C@@H:21]([OH:28])[CH:22]([OH:27])[CH2:23][CH2:24][CH2:25][CH3:26])[C@H:4]([OH:29])[CH2:3]1. (2) Given the reactants [F:1][C:2]1[C:12]([F:13])=[C:11]([F:14])[CH:10]=[CH:9][C:3]=1[NH:4][C@@H:5]([CH3:8])[CH2:6][OH:7].C(O[CH:18]=[C:19]([C:25]([O:27][CH2:28][CH3:29])=[O:26])[C:20]([O:22][CH2:23][CH3:24])=[O:21])C, predict the reaction product. The product is: [F:1][C:2]1[C:12]([F:13])=[C:11]([F:14])[CH:10]=[CH:9][C:3]=1[N:4]([CH:18]=[C:19]([C:20]([O:22][CH2:23][CH3:24])=[O:21])[C:25]([O:27][CH2:28][CH3:29])=[O:26])[C@@H:5]([CH3:8])[CH2:6][OH:7]. (3) Given the reactants [CH3:1][CH2:2][CH2:3][CH2:4][CH2:5][CH2:6]CN1C(C)=CS/C/1=C/C1SC=C(C)[N+]=1[CH2:1][CH2:2][CH2:3][CH2:4][CH2:5][CH2:6]C.[I-].[OH-].[Na+].C(N([CH2:47][C:48]([O-:50])=O)CC([O-])=O)CN(CC([O-])=O)CC([O-])=O.[Na+].[Na+].[Na+].[Na+].C=CC1C=CC=CC=1.C(O)(=[O:66])C=C.CC(C(C(C(S)(C)C)(C)C)(C)C)C.C=CC=C.S(OOS([O-])(=O)=O)([O-])(=O)=O.[NH4+].[NH4+].[NH4+].[OH-], predict the reaction product. The product is: [CH3:1]/[CH:2]=[CH:3]/[CH:4]1[CH2:47][C@H:48]([OH:50])[C@H:6]([OH:66])[CH2:5]1. (4) The product is: [Br:26][C:14]1[N:15]=[N:16][C:11]([C:2]2[CH:3]=[CH:4][C:5]3[C:10](=[CH:9][CH:8]=[CH:7][CH:6]=3)[CH:1]=2)=[C:12]([C:18]2[CH:23]=[CH:22][N:21]=[CH:20][CH:19]=2)[CH:13]=1. Given the reactants [CH:1]1[C:10]2[C:5](=[CH:6][CH:7]=[CH:8][CH:9]=2)[CH:4]=[CH:3][C:2]=1[C:11]1[C:12]([C:18]2[CH:23]=[CH:22][N:21]=[CH:20][CH:19]=2)=[CH:13][C:14](=O)[NH:15][N:16]=1.P(Br)(Br)([Br:26])=O.C(=O)([O-])[O-].[Na+].[Na+].C(OCC)(=O)C, predict the reaction product. (5) Given the reactants [C:1]([N:3]1[CH2:8][CH2:7][CH:6]([N:9]([CH:23]2[CH2:25][CH2:24]2)[C:10](=[O:22])[C:11]2[CH:16]=[CH:15][C:14]([C:17]3[O:21][CH:20]=[N:19][CH:18]=3)=[CH:13][CH:12]=2)[CH2:5][CH2:4]1)#[N:2].[OH:26][NH:27][C:28]([CH:30]1[CH2:35][CH2:34][O:33][CH2:32][CH2:31]1)=N, predict the reaction product. The product is: [CH:23]1([N:9]([CH:6]2[CH2:5][CH2:4][N:3]([C:1]3[O:26][N:27]=[C:28]([CH:30]4[CH2:35][CH2:34][O:33][CH2:32][CH2:31]4)[N:2]=3)[CH2:8][CH2:7]2)[C:10](=[O:22])[C:11]2[CH:12]=[CH:13][C:14]([C:17]3[O:21][CH:20]=[N:19][CH:18]=3)=[CH:15][CH:16]=2)[CH2:25][CH2:24]1. (6) Given the reactants C(OC(=O)[N:7]([CH2:36][CH3:37])[CH2:8][C:9]1[CH:10]=[N:11][CH:12]=[C:13]([C:16]2[CH:17]=[C:18]3[C:22](=[CH:23][CH:24]=2)[N:21](C2CCCCO2)[N:20]=[C:19]3[C:31]2[NH:35][N:34]=[N:33][N:32]=2)[C:14]=1[CH3:15])(C)(C)C.C([SiH](CC)CC)C.FC(F)(F)C(O)=O, predict the reaction product. The product is: [CH2:36]([NH:7][CH2:8][C:9]1[CH:10]=[N:11][CH:12]=[C:13]([C:16]2[CH:17]=[C:18]3[C:22](=[CH:23][CH:24]=2)[NH:21][N:20]=[C:19]3[C:31]2[NH:35][N:34]=[N:33][N:32]=2)[C:14]=1[CH3:15])[CH3:37]. (7) Given the reactants [F:1][C:2]([F:29])([C:24]1[NH:28][N:27]=[N:26][N:25]=1)[C:3]1[CH:11]=[C:10]2[C:6]([C:7]([CH3:23])=[N:8][N:9]2[CH2:12][C:13]2[C:20]([CH2:21][OH:22])=[CH:19][CH:18]=[CH:17][C:14]=2[C:15]#[N:16])=[CH:5][CH:4]=1.[OH-].[K+:31], predict the reaction product. The product is: [C:15]([C:14]1[CH:17]=[CH:18][CH:19]=[C:20]([CH2:21][OH:22])[C:13]=1[CH2:12][N:9]1[C:10]2[C:6](=[CH:5][CH:4]=[C:3]([C:2]([F:29])([F:1])[C:24]3[N-:25][N:26]=[N:27][N:28]=3)[CH:11]=2)[C:7]([CH3:23])=[N:8]1)#[N:16].[K+:31].